This data is from Catalyst prediction with 721,799 reactions and 888 catalyst types from USPTO. The task is: Predict which catalyst facilitates the given reaction. Product: [CH3:8][C:4]1[CH:5]=[CH:6][CH:7]=[C:2]([CH3:1])[C:3]=1[N:9]1[CH:13]=[CH:12][N:11]=[C:10]1[C:14]1[CH:15]=[CH:16][C:17]([I:20])=[CH:18][CH:19]=1. Reactant: [CH3:1][C:2]1[CH:7]=[CH:6][CH:5]=[C:4]([CH3:8])[C:3]=1[N:9]1[CH2:13][CH2:12][N:11]=[C:10]1[C:14]1[CH:19]=[CH:18][C:17]([I:20])=[CH:16][CH:15]=1.[O-][Mn](=O)(=O)=O.[K+]. The catalyst class is: 10.